Dataset: Cav3 T-type calcium channel HTS with 100,875 compounds. Task: Binary Classification. Given a drug SMILES string, predict its activity (active/inactive) in a high-throughput screening assay against a specified biological target. (1) The drug is Clc1ccc(C(=O)NCCC(=O)N)cc1. The result is 0 (inactive). (2) The molecule is O(c1ccc(C2n3[nH]c(nc3=NC(C2)c2cc(OC)ccc2)N)cc1)CC. The result is 0 (inactive). (3) The drug is S(c1n(c(nn1)C1CCCCC1)C)CC(O)=O. The result is 0 (inactive). (4) The drug is O(C(C)(C)C)C(=O)CC(NC(OC(C)(C)C)=O)C(=O)NC(C)C(=O)N. The result is 0 (inactive). (5) The molecule is Clc1ccc(c2oc(nn2)CSc2n(c3ccccc3)c(nn2)C)cc1. The result is 0 (inactive). (6) The compound is O(c1cc2CCCc2cc1)Cc1oc(cc1)C(=O)Nc1cc2OCOc2cc1. The result is 0 (inactive). (7) The molecule is S(CCN(CC)CC)c1[nH]c(=O)c(CCC)c(O)n1. The result is 0 (inactive). (8) The drug is Fc1ccc(NC(=O)COc2ccc(cc2)CO)cc1. The result is 0 (inactive). (9) The molecule is S(c1n(c(nn1)C1CCN(CC1)C(=O)NC1CCCCC1)C)CC(=O)N. The result is 0 (inactive).